From a dataset of Full USPTO retrosynthesis dataset with 1.9M reactions from patents (1976-2016). Predict the reactants needed to synthesize the given product. (1) Given the product [CH3:19][N:5]1[C:4](=[O:9])[CH:3]=[C:2]([NH2:1])[NH:7][C:6]1=[O:8], predict the reactants needed to synthesize it. The reactants are: [NH2:1][C:2]1[NH:7][C:6](=[O:8])[NH:5][C:4](=[O:9])[CH:3]=1.S([O-])([O-])(=O)=O.[NH4+].[NH4+].CI.[CH2:19](I)C=C. (2) Given the product [CH2:1]([O:3][P:4]([CH2:9][O:10][CH2:11][CH2:12][N:14]=[N+:15]=[N-:16])(=[O:8])[O:5][CH2:6][CH3:7])[CH3:2], predict the reactants needed to synthesize it. The reactants are: [CH2:1]([O:3][P:4]([CH2:9][O:10][CH2:11][CH2:12]Cl)(=[O:8])[O:5][CH2:6][CH3:7])[CH3:2].[N-:14]=[N+:15]=[N-:16].[Na+]. (3) Given the product [C:8]1([C:6]2[C:5]([C:14]3[CH:19]=[CH:18][CH:17]=[CH:16][CH:15]=3)=[CH:4][N:3]=[C:2]([C:20]([O:23][CH3:25])=[O:22])[N:7]=2)[CH:13]=[CH:12][CH:11]=[CH:10][CH:9]=1, predict the reactants needed to synthesize it. The reactants are: Cl[C:2]1[N:7]=[C:6]([C:8]2[CH:13]=[CH:12][CH:11]=[CH:10][CH:9]=2)[C:5]([C:14]2[CH:19]=[CH:18][CH:17]=[CH:16][CH:15]=2)=[CH:4][N:3]=1.[C:20]([O-:23])(=[O:22])C.[Na+].[CH3:25]O. (4) Given the product [CH3:4][C:2]([C:5]1[C:10]([C:11]2[CH:16]=[C:15]([O:17][CH3:18])[CH:14]=[CH:13][C:12]=2[F:19])=[CH:9][C:8]([CH2:20][O:21][C:22]2[CH:23]=[CH:24][C:25]([C@@H:28]([CH:35]=[CH2:36])[CH2:29][C:30]([OH:32])=[O:31])=[CH:26][CH:27]=2)=[CH:7][CH:6]=1)([CH3:1])[CH3:3], predict the reactants needed to synthesize it. The reactants are: [CH3:1][C:2]([C:5]1[C:10]([C:11]2[CH:16]=[C:15]([O:17][CH3:18])[CH:14]=[CH:13][C:12]=2[F:19])=[CH:9][C:8]([CH2:20][O:21][C:22]2[CH:27]=[CH:26][C:25]([C@@H:28]([CH:35]=[CH2:36])[CH2:29][C:30]([O:32]CC)=[O:31])=[CH:24][CH:23]=2)=[CH:7][CH:6]=1)([CH3:4])[CH3:3].[Li+].[OH-]. (5) Given the product [CH2:1]([O:8][N:9]1[C:18]2[C:13](=[CH:14][C:15]([CH:28]=[CH2:29])=[CH:16][N:17]=2)[C:12]([OH:20])=[C:11]([C:21]2[CH:26]=[CH:25][CH:24]=[CH:23][CH:22]=2)[C:10]1=[O:27])[C:2]1[CH:7]=[CH:6][CH:5]=[CH:4][CH:3]=1, predict the reactants needed to synthesize it. The reactants are: [CH2:1]([O:8][N:9]1[C:18]2[C:13](=[CH:14][C:15](Br)=[CH:16][N:17]=2)[C:12]([OH:20])=[C:11]([C:21]2[CH:26]=[CH:25][CH:24]=[CH:23][CH:22]=2)[C:10]1=[O:27])[C:2]1[CH:7]=[CH:6][CH:5]=[CH:4][CH:3]=1.[CH:28]([Sn](CCCC)(CCCC)CCCC)=[CH2:29]. (6) Given the product [O:1]=[C:2]([N:10]1[CH2:15][CH2:14][CH2:13][CH2:12][CH:11]1[C:16]([OH:18])=[O:17])[C:3](=[O:9])[C:4]([CH3:7])([CH3:8])[CH2:5][CH3:6], predict the reactants needed to synthesize it. The reactants are: [O:1]=[C:2]([N:10]1[CH2:15][CH2:14][CH2:13][CH2:12][CH:11]1[C:16]([O:18]CC)=[O:17])[C:3](=[O:9])[C:4]([CH3:8])([CH3:7])[CH2:5][CH3:6].[Li+].[OH-].CO.Cl. (7) Given the product [Cl:1][C:2]1[CH:10]=[C:9]([I:11])[C:5]2[O:6][CH2:7][O:8][C:4]=2[C:3]=1[NH:12][C:13]1[C:22]2[C:17](=[CH:18][C:19]([O:25][CH2:26][CH2:27][CH2:28][N:33]3[CH2:32][C@H:31]([CH3:30])[O:36][C@H:35]([CH3:37])[CH2:34]3)=[C:20]([O:23][CH3:24])[CH:21]=2)[N:16]=[CH:15][N:14]=1, predict the reactants needed to synthesize it. The reactants are: [Cl:1][C:2]1[CH:10]=[C:9]([I:11])[C:5]2[O:6][CH2:7][O:8][C:4]=2[C:3]=1[NH:12][C:13]1[C:22]2[C:17](=[CH:18][C:19]([O:25][CH2:26][CH2:27][CH2:28]Cl)=[C:20]([O:23][CH3:24])[CH:21]=2)[N:16]=[CH:15][N:14]=1.[CH3:30][C@H:31]1[O:36][C@@H:35]([CH3:37])[CH2:34][NH:33][CH2:32]1. (8) The reactants are: Br[C:2]1[CH:3]=[C:4]([CH2:13][O:14][C:15]2[CH:20]=[CH:19][C:18]([CH2:21][CH:22]([CH3:26])[C:23]([OH:25])=[O:24])=[CH:17][CH:16]=2)[C:5]2[O:9][C:8]([CH3:11])([CH3:10])[CH2:7][C:6]=2[CH:12]=1.[Cl:27][C:28]1[CH:33]=[CH:32][C:31](B(O)O)=[CH:30][CH:29]=1.C(=O)(O)[O-].[Na+].CO.[C:44](OCC)(=O)[CH3:45]. Given the product [Cl:27][C:28]1[CH:33]=[CH:32][C:31]([C:2]2[CH:3]=[C:4]([CH2:13][O:14][C:15]3[CH:20]=[CH:19][C:18]([CH2:21][CH:22]([CH3:26])[C:23]([O:25][CH2:44][CH3:45])=[O:24])=[CH:17][CH:16]=3)[C:5]3[O:9][C:8]([CH3:11])([CH3:10])[CH2:7][C:6]=3[CH:12]=2)=[CH:30][CH:29]=1, predict the reactants needed to synthesize it. (9) Given the product [CH2:21]([C:6]1[C:7]([CH3:8])=[C:2]([Cl:1])[CH:3]=[C:4]([CH:10]([CH3:12])[CH3:11])[C:5]=1[OH:9])[CH:20]=[CH2:19], predict the reactants needed to synthesize it. The reactants are: [Cl:1][C:2]1[C:7]([CH3:8])=[CH:6][C:5]([OH:9])=[C:4]([CH:10]([CH3:12])[CH3:11])[CH:3]=1.C(=O)([O-])[O-].[K+].[K+].[CH2:19](Br)[CH:20]=[CH2:21].C(OCC=C)C=C. (10) Given the product [F:14][C:10]1[CH:9]=[C:8]([C:6]2[O:5][N:4]=[C:3]([CH2:2][N:32]3[CH2:33][CH2:34][N:29]([CH2:28][CH:27]([OH:35])[CH2:26][O:25][C:22]4[CH:23]=[CH:24][C:18]5[S:17][C:16]([CH3:15])=[N:20][C:19]=5[CH:21]=4)[CH2:30][CH2:31]3)[N:7]=2)[CH:13]=[CH:12][CH:11]=1, predict the reactants needed to synthesize it. The reactants are: Cl[CH2:2][C:3]1[N:7]=[C:6]([C:8]2[CH:13]=[CH:12][CH:11]=[C:10]([F:14])[CH:9]=2)[O:5][N:4]=1.[CH3:15][C:16]1[S:17][C:18]2[CH:24]=[CH:23][C:22]([O:25][CH2:26][C@@H:27]([OH:35])[CH2:28][N:29]3[CH2:34][CH2:33][NH:32][CH2:31][CH2:30]3)=[CH:21][C:19]=2[N:20]=1.CCN(CC)CC.